This data is from Experimentally validated miRNA-target interactions with 360,000+ pairs, plus equal number of negative samples. The task is: Binary Classification. Given a miRNA mature sequence and a target amino acid sequence, predict their likelihood of interaction. The miRNA is hsa-miR-1539 with sequence UCCUGCGCGUCCCAGAUGCCC. The protein sequence of the target gene is MADPAECNIKVMCRFRPLNESEVNRGDKYVAKFQGEDTVMIASKPYAFDRVFQSSTSQEQVYNDCAKKIVKDVLEGYNGTIFAYGQTSSGKTHTMEGKLHDPEGMGIIPRIVQDIFNYIYSMDENLEFHIKVSYFEIYLDKIRDLLDVSKTNLSVHEDKNRVPYVKGCTERFVCSPDEVMDTIDEGKSNRHVAVTNMNEHSSRSHSIFLINVKQENTQTEQKLSGKLYLVDLAGSEKVSKTGAEGAVLDEAKNINKSLSALGNVISALAEGSTYVPYRDSKMTRILQDSLGGNCRTTIVI.... Result: 0 (no interaction).